This data is from Catalyst prediction with 721,799 reactions and 888 catalyst types from USPTO. The task is: Predict which catalyst facilitates the given reaction. (1) Reactant: [Cl:1][C:2]1[CH:7]=[CH:6][C:5]([NH2:8])=[C:4]([C:9]2[NH:10][N:11]=[C:12]([CH2:14][O:15][CH3:16])[N:13]=2)[CH:3]=1.[Cl:17][CH2:18][C:19](Cl)=[O:20].O. Product: [Cl:17][CH2:18][C:19]([NH:8][C:5]1[CH:6]=[CH:7][C:2]([Cl:1])=[CH:3][C:4]=1[C:9]1[NH:10][N:11]=[C:12]([CH2:14][O:15][CH3:16])[N:13]=1)=[O:20]. The catalyst class is: 15. (2) Product: [C:42]([O:46][C:47]([N:49]1[CH2:54][CH2:53][CH:52]([CH2:55][O:20][C:21]2[CH:30]=[C:29]3[C:24]([C:25](=[O:39])[N:26]([CH2:31][O:32][C:33](=[O:38])[C:34]([CH3:35])([CH3:36])[CH3:37])[CH:27]=[N:28]3)=[CH:23][C:22]=2[O:40][CH3:41])[CH2:51][CH2:50]1)=[O:48])([CH3:45])([CH3:43])[CH3:44]. The catalyst class is: 2. Reactant: C1(P(C2C=CC=CC=2)C2C=CC=CC=2)C=CC=CC=1.[OH:20][C:21]1[CH:30]=[C:29]2[C:24]([C:25](=[O:39])[N:26]([CH2:31][O:32][C:33](=[O:38])[C:34]([CH3:37])([CH3:36])[CH3:35])[CH:27]=[N:28]2)=[CH:23][C:22]=1[O:40][CH3:41].[C:42]([O:46][C:47]([N:49]1[CH2:54][CH2:53][CH:52]([CH2:55]O)[CH2:51][CH2:50]1)=[O:48])([CH3:45])([CH3:44])[CH3:43].N(C(OCC)=O)=NC(OCC)=O.